The task is: Predict the reaction yield, written as a fraction of the theoretical maximum amount of product (1.0 means a 100% yield; for example, 0.34 means a 34% yield).. This data is from Reaction yield outcomes from USPTO patents with 853,638 reactions. (1) The reactants are [NH2:1][C:2]1[S:3][C:4]([CH2:11][CH3:12])=[CH:5][C:6]=1[C:7]([O:9]C)=O.Cl[C:14](Cl)([O:16]C(=O)OC(Cl)(Cl)Cl)Cl.C(N(CC)CC)C.[CH3:32][O:33][C:34]1[CH:39]=[C:38]([O:40][CH3:41])[CH:37]=[CH:36][C:35]=1[CH2:42][NH2:43]. The catalyst is C(Cl)Cl. The product is [CH3:32][O:33][C:34]1[CH:39]=[C:38]([O:40][CH3:41])[CH:37]=[CH:36][C:35]=1[CH2:42][N:43]1[C:7](=[O:9])[C:6]2[CH:5]=[C:4]([CH2:11][CH3:12])[S:3][C:2]=2[NH:1][C:14]1=[O:16]. The yield is 1.00. (2) The reactants are [C:1]([C:4]1[CH:13]=[CH:12][C:7]([C:8]([O:10][CH3:11])=[O:9])=[C:6]([F:14])[CH:5]=1)(=[O:3])[CH3:2].C([O-])([O-])=O.[Na+].[Na+].[F:21][C:22]([F:35])([F:34])[S:23](O[S:23]([C:22]([F:35])([F:34])[F:21])(=[O:25])=[O:24])(=[O:25])=[O:24]. The catalyst is ClCCl. The product is [F:21][C:22]([F:35])([F:34])[S:23]([O:3][C:1]([C:4]1[CH:13]=[CH:12][C:7]([C:8]([O:10][CH3:11])=[O:9])=[C:6]([F:14])[CH:5]=1)=[CH2:2])(=[O:25])=[O:24]. The yield is 0.270. (3) The reactants are [CH3:1][O:2][C:3](=[O:23])[CH2:4][NH:5][C:6]([C:8]1[C:13]([OH:14])=[CH:12][C:11](OS(C(F)(F)F)(=O)=O)=[CH:10][N:9]=1)=[O:7].[Cl:24][C:25]1[CH:26]=[C:27](B(O)O)[CH:28]=[CH:29][CH:30]=1.[O-]P([O-])([O-])=O.[K+].[K+].[K+]. The catalyst is O1CCOCC1.C1C=CC(P(C2C=CC=CC=2)[C-]2C=CC=C2)=CC=1.C1C=CC(P(C2C=CC=CC=2)[C-]2C=CC=C2)=CC=1.Cl[Pd]Cl.[Fe+2]. The product is [CH3:1][O:2][C:3](=[O:23])[CH2:4][NH:5][C:6]([C:8]1[C:13]([OH:14])=[CH:12][C:11]([C:29]2[CH:28]=[CH:27][CH:26]=[C:25]([Cl:24])[CH:30]=2)=[CH:10][N:9]=1)=[O:7]. The yield is 0.530.